This data is from Forward reaction prediction with 1.9M reactions from USPTO patents (1976-2016). The task is: Predict the product of the given reaction. (1) Given the reactants [F:1][C:2]1[C:7]([O:8][CH3:9])=[CH:6][C:5]([O:10][CH3:11])=[C:4]([F:12])[C:3]=1[NH2:13].[CH2:14]([NH:16][C:17]1[C:22]([CH:23]=O)=[CH:21][N:20]=[C:19]([S:25][CH3:26])[N:18]=1)[CH3:15].C12(CS(O)(=O)=O)C(C)(C)C(CC1)CC2=O, predict the reaction product. The product is: [F:1][C:2]1[C:7]([O:8][CH3:9])=[CH:6][C:5]([O:10][CH3:11])=[C:4]([F:12])[C:3]=1[N:13]=[CH:23][C:22]1[C:17]([NH:16][CH2:14][CH3:15])=[N:18][C:19]([S:25][CH3:26])=[N:20][CH:21]=1. (2) The product is: [SH:4][C@H:5]1[CH2:9][CH2:8][N:7]([C:10]([O:12][C:13]([CH3:16])([CH3:15])[CH3:14])=[O:11])[CH2:6]1. Given the reactants C([S:4][C@H:5]1[CH2:9][CH2:8][N:7]([C:10]([O:12][C:13]([CH3:16])([CH3:15])[CH3:14])=[O:11])[CH2:6]1)(=O)C.C(=O)([O-])[O-].[K+].[K+].C(O)(=O)CC(CC(O)=O)(C(O)=O)O, predict the reaction product. (3) The product is: [Cl:8][C:7]1[C:2]([NH:17][C:18]2[C:19]([CH3:39])=[C:20]([C:35]([O:37][CH3:38])=[O:36])[CH:21]=[C:22]([C:24]3[CH:29]=[CH:28][CH:27]=[C:26]([S:30]([CH2:33][CH3:34])(=[O:32])=[O:31])[CH:25]=3)[CH:23]=2)=[N:3][CH:4]=[C:5]([Cl:9])[CH:6]=1. Given the reactants Cl[C:2]1[C:7]([Cl:8])=[CH:6][C:5]([Cl:9])=[CH:4][N:3]=1.COCCOC.Cl.[NH2:17][C:18]1[C:19]([CH3:39])=[C:20]([C:35]([O:37][CH3:38])=[O:36])[CH:21]=[C:22]([C:24]2[CH:29]=[CH:28][CH:27]=[C:26]([S:30]([CH2:33][CH3:34])(=[O:32])=[O:31])[CH:25]=2)[CH:23]=1.C(=O)([O-])[O-].[K+].[K+], predict the reaction product. (4) Given the reactants [CH3:1][N:2]([CH3:33])[C:3]1([C:27]2[CH:32]=[CH:31][CH:30]=[CH:29][CH:28]=2)[CH2:8][CH2:7][C:6](=[CH:9][C:10]([N:12]2[CH2:17][CH2:16][CH2:15][CH:14]([C:18]3[C:26]4[C:21](=[CH:22][CH:23]=[CH:24][CH:25]=4)[NH:20][CH:19]=3)[CH2:13]2)=[O:11])[CH2:5][CH2:4]1, predict the reaction product. The product is: [CH3:33][N:2]([CH3:1])[C:3]1([C:27]2[CH:28]=[CH:29][CH:30]=[CH:31][CH:32]=2)[CH2:8][CH2:7][CH:6]([CH2:9][C:10]([N:12]2[CH2:17][CH2:16][CH2:15][CH:14]([C:18]3[C:26]4[C:21](=[CH:22][CH:23]=[CH:24][CH:25]=4)[NH:20][CH:19]=3)[CH2:13]2)=[O:11])[CH2:5][CH2:4]1. (5) Given the reactants N[C:2]1[N:6](C2C(Cl)=CC(C(F)(F)F)=CC=2Cl)[N:5]=[C:4](C#N)[CH:3]=1.[F:21][C:22]([F:33])([F:32])[S:23]([N:25]1C(=O)CCC1=O)=[O:24], predict the reaction product. The product is: [F:21][C:22]([F:33])([F:32])[S:23]([NH:25][N:6]1[CH:2]=[CH:3][CH:4]=[N:5]1)=[O:24]. (6) Given the reactants [Cl:1][C:2]1[CH:12]=[CH:11][C:5]([CH:6]=[CH:7][C:8]([OH:10])=[O:9])=[CH:4][C:3]=1[N+:13]([O-:15])=[O:14].[CH3:16][Si](C=[N+]=[N-])(C)C.CCCCCC.[N+](=C)=[N-], predict the reaction product. The product is: [Cl:1][C:2]1[CH:12]=[CH:11][C:5](/[CH:6]=[CH:7]/[C:8]([O:10][CH3:16])=[O:9])=[CH:4][C:3]=1[N+:13]([O-:15])=[O:14].